This data is from Catalyst prediction with 721,799 reactions and 888 catalyst types from USPTO. The task is: Predict which catalyst facilitates the given reaction. Reactant: [CH3:1][NH:2][CH2:3][CH:4]([OH:7])[CH2:5][OH:6].[C:16](O[C:16]([O:18][C:19]([CH3:22])([CH3:21])[CH3:20])=[O:17])([O:18][C:19]([CH3:22])([CH3:21])[CH3:20])=[O:17]. Product: [OH:7][CH:4]([CH2:5][OH:6])[CH2:3][N:2]([CH3:1])[C:16](=[O:17])[O:18][C:19]([CH3:20])([CH3:21])[CH3:22]. The catalyst class is: 13.